This data is from Forward reaction prediction with 1.9M reactions from USPTO patents (1976-2016). The task is: Predict the product of the given reaction. Given the reactants C(O[C:4]([C:6]1[NH:7][C:8]2[C:13]([C:14]=1[CH2:15][N:16]([CH2:23][C:24]1[CH:29]=[C:28]([C:30]([F:33])([F:32])[F:31])[CH:27]=[C:26]([C:34]([F:37])([F:36])[F:35])[CH:25]=1)[C:17]1[N:18]=[N:19][N:20]([CH3:22])[N:21]=1)=[CH:12][CH:11]=[CH:10][CH:9]=2)=[O:5])C.[OH-].[Na+], predict the reaction product. The product is: [CH2:6]([N:7]([CH2:8][CH3:9])[C:4]([C:6]1[CH:14]([CH2:15][N:16]([CH2:23][C:24]2[CH:29]=[C:28]([C:30]([F:33])([F:32])[F:31])[CH:27]=[C:26]([C:34]([F:35])([F:37])[F:36])[CH:25]=2)[C:17]2[N:18]=[N:19][N:20]([CH3:22])[N:21]=2)[C:13]2[C:8](=[CH:9][CH:10]=[CH:11][CH:12]=2)[N:7]=1)=[O:5])[CH3:4].